This data is from Reaction yield outcomes from USPTO patents with 853,638 reactions. The task is: Predict the reaction yield, written as a fraction of the theoretical maximum amount of product (1.0 means a 100% yield; for example, 0.34 means a 34% yield). (1) The reactants are Cl[C:2]1[O:3][C:4]2[C:5](=[C:7]([C:11]([O:13][CH3:14])=[O:12])[CH:8]=[CH:9][CH:10]=2)[N:6]=1.[CH3:15][C@@H:16]1[NH:21][CH2:20][CH2:19][NH:18][C:17]1=[O:22].C([O-])([O-])=O.[K+].[K+]. The catalyst is CN(C=O)C.O. The product is [CH3:15][C@H:16]1[C:17](=[O:22])[NH:18][CH2:19][CH2:20][N:21]1[C:2]1[O:3][C:4]2[C:5](=[C:7]([C:11]([O:13][CH3:14])=[O:12])[CH:8]=[CH:9][CH:10]=2)[N:6]=1. The yield is 0.730. (2) The reactants are [Cl:1][C:2]1[CH:16]=[C:15]([O:17][CH2:18][CH:19]=[C:20]([Cl:22])[Cl:21])[CH:14]=[C:13]([Cl:23])[C:3]=1[O:4][CH2:5][CH2:6][CH2:7][CH2:8][O:9][CH2:10][CH:11]=O.Cl.[Cl:25][C:26]([Cl:31])=[CH:27][CH2:28][O:29][NH2:30].Cl. The catalyst is N1C=CC=CC=1. The product is [Cl:25][C:26]([Cl:31])=[CH:27][CH2:28][O:29][N:30]=[CH:11][CH2:10][O:9][CH2:8][CH2:7][CH2:6][CH2:5][O:4][C:3]1[C:13]([Cl:23])=[CH:14][C:15]([O:17][CH2:18][CH:19]=[C:20]([Cl:21])[Cl:22])=[CH:16][C:2]=1[Cl:1]. The yield is 0.740. (3) The reactants are Br.COC(=O)[NH:5][CH2:6][C@H:7]([CH2:12][C:13](=[O:23])N[C@H](C1C=CC=CC=1)C)[CH2:8][CH:9]([CH3:11])[CH3:10].[OH-:25].[Na+]. The catalyst is O. The product is [CH3:11][CH:9]([CH2:8][C@H:7]([CH2:6][NH2:5])[CH2:12][C:13]([OH:23])=[O:25])[CH3:10]. The yield is 0.900. (4) The reactants are [NH:1]([C:37]([O:39]C(C)(C)C)=O)[C@H:2]([C:7]([NH:9][C@H:10]([C:26]([N:28]1C[CH2:35][CH2:34][C@H:29]1C(OC)=O)=[O:27])[CH2:11][CH2:12][CH2:13][CH2:14][NH:15][C:16]([O:18][CH2:19][C:20]1[CH:25]=[CH:24][CH:23]=[CH:22][CH:21]=1)=[O:17])=[O:8])[C@H:3]([CH2:5][CH3:6])[CH3:4].[C:44](O)(C(F)(F)F)=O.[C:51]([O:54][C:55](=[O:57])[CH3:56])(=O)C. The catalyst is C(Cl)Cl. The product is [NH:1]([C:37]([CH3:44])=[O:39])[C@H:2]([C:7]([NH:9][C@H:10]([C:26]([N:28]1[CH2:29][CH2:34][CH2:35][C@H:56]1[C:55]([O:54][CH3:51])=[O:57])=[O:27])[CH2:11][CH2:12][CH2:13][CH2:14][NH:15][C:16]([O:18][CH2:19][C:20]1[CH:21]=[CH:22][CH:23]=[CH:24][CH:25]=1)=[O:17])=[O:8])[C@H:3]([CH2:5][CH3:6])[CH3:4]. The yield is 0.840. (5) The reactants are [C:1]1([C:7]([OH:9])=[O:8])([C:4](O)=[O:5])[CH2:3][CH2:2]1.C(N(CC)CC)C.S(Cl)(Cl)=O.[F:21][C:22]1[CH:28]=[CH:27][C:25]([NH2:26])=[CH:24][CH:23]=1. The catalyst is C1COCC1.C(OCC)(=O)C. The product is [F:21][C:22]1[CH:28]=[CH:27][C:25]([NH:26][C:4]([C:1]2([C:7]([OH:9])=[O:8])[CH2:3][CH2:2]2)=[O:5])=[CH:24][CH:23]=1. The yield is 0.652.